Task: Regression. Given two drug SMILES strings and cell line genomic features, predict the synergy score measuring deviation from expected non-interaction effect.. Dataset: NCI-60 drug combinations with 297,098 pairs across 59 cell lines (1) Drug 1: C1CC(=O)NC(=O)C1N2CC3=C(C2=O)C=CC=C3N. Drug 2: CNC(=O)C1=NC=CC(=C1)OC2=CC=C(C=C2)NC(=O)NC3=CC(=C(C=C3)Cl)C(F)(F)F. Cell line: CCRF-CEM. Synergy scores: CSS=30.4, Synergy_ZIP=-1.90, Synergy_Bliss=0.743, Synergy_Loewe=-13.5, Synergy_HSA=0.478. (2) Drug 1: C1=CC(=CC=C1CCCC(=O)O)N(CCCl)CCCl. Drug 2: C1=CN(C=N1)CC(O)(P(=O)(O)O)P(=O)(O)O. Cell line: MOLT-4. Synergy scores: CSS=22.2, Synergy_ZIP=-6.20, Synergy_Bliss=-16.5, Synergy_Loewe=-21.9, Synergy_HSA=-16.0.